Dataset: Full USPTO retrosynthesis dataset with 1.9M reactions from patents (1976-2016). Task: Predict the reactants needed to synthesize the given product. (1) Given the product [C:1]([C:5]1[CH:9]=[C:8]([NH:28][C:31]([NH:68][C:61]2[C:62]3[C:67](=[CH:66][CH:65]=[CH:64][CH:63]=3)[C:58]([O:57][C:55]3[CH:54]=[CH:53][N:52]=[C:51]([Cl:50])[N:56]=3)=[CH:59][CH:60]=2)=[O:40])[N:7]([C:13]2[CH:18]=[CH:17][CH:16]=[C:15]([CH2:19][P:20]([CH2:24][CH3:25])([CH2:22][CH3:23])=[O:21])[CH:14]=2)[N:6]=1)([CH3:2])([CH3:4])[CH3:3], predict the reactants needed to synthesize it. The reactants are: [C:1]([C:5]1[CH:9]=[C:8](C(O)=O)[N:7]([C:13]2[CH:18]=[CH:17][CH:16]=[C:15]([CH2:19][P:20]([CH2:24][CH3:25])([CH2:22][CH3:23])=[O:21])[CH:14]=2)[N:6]=1)([CH3:4])([CH3:3])[CH3:2].C([N:28]([CH2:31]C)CC)C.C1C=CC(P(N=[N+]=[N-])(C2C=CC=CC=2)=[O:40])=CC=1.[Cl:50][C:51]1[N:56]=[C:55]([O:57][C:58]2[C:67]3[C:62](=[CH:63][CH:64]=[CH:65][CH:66]=3)[C:61]([NH2:68])=[CH:60][CH:59]=2)[CH:54]=[CH:53][N:52]=1. (2) Given the product [C:1]([O:5][C:6](=[O:11])[NH:7][CH2:8][CH2:9][O:21][C:16]1[CH:15]=[CH:14][C:13]([Cl:12])=[CH:20][C:17]=1[CH:18]=[O:19])([CH3:4])([CH3:3])[CH3:2], predict the reactants needed to synthesize it. The reactants are: [C:1]([O:5][C:6](=[O:11])[NH:7][CH2:8][CH2:9]Br)([CH3:4])([CH3:3])[CH3:2].[Cl:12][C:13]1[CH:14]=[CH:15][C:16]([OH:21])=[C:17]([CH:20]=1)[CH:18]=[O:19].C([O-])([O-])=O.[K+].[K+]. (3) Given the product [CH2:3]([N:7]([CH2:13][C:14]1[CH:19]=[CH:18][CH:17]=[C:16]([C:20]2[N:24]=[C:23]([CH3:25])[O:22][N:21]=2)[CH:15]=1)[C:8](=[O:12])[C:9]([OH:11])=[O:10])[CH:4]([CH3:6])[CH3:5], predict the reactants needed to synthesize it. The reactants are: [OH-].[Li+].[CH2:3]([N:7]([CH2:13][C:14]1[CH:19]=[CH:18][CH:17]=[C:16]([C:20]2[N:24]=[C:23]([CH3:25])[O:22][N:21]=2)[CH:15]=1)[C:8](=[O:12])[C:9]([O-:11])=[O:10])[CH:4]([CH3:6])[CH3:5].Cl. (4) The reactants are: Br[C:2]1[CH:33]=[CH:32][C:5]([CH2:6][N:7]([C:21]2[C:26](Cl)=[CH:25][C:24]([C:28]([F:31])([F:30])[F:29])=[CH:23][N:22]=2)[S:8]([C:11]2[CH:20]=[CH:19][C:14]([C:15]([O:17]C)=[O:16])=[CH:13][CH:12]=2)(=[O:10])=[O:9])=[CH:4][CH:3]=1.[CH3:34]B1OB(C)OB(C)O1. Given the product [CH2:6]([N:7]([C:21]1[C:26]([CH3:34])=[CH:25][C:24]([C:28]([F:29])([F:31])[F:30])=[CH:23][N:22]=1)[S:8]([C:11]1[CH:20]=[CH:19][C:14]([C:15]([OH:17])=[O:16])=[CH:13][CH:12]=1)(=[O:10])=[O:9])[C:5]1[CH:32]=[CH:33][CH:2]=[CH:3][CH:4]=1, predict the reactants needed to synthesize it. (5) Given the product [C:1]1([CH:13]2[CH2:12][CH2:11][C:10](=[O:14])[CH2:9]2)[CH:6]=[CH:5][CH:4]=[CH:3][CH:2]=1, predict the reactants needed to synthesize it. The reactants are: [C:1]1([Mg]Br)[CH:6]=[CH:5][CH:4]=[CH:3][CH:2]=1.[CH:9]1[C:10](=[O:14])[CH2:11][CH2:12][CH:13]=1.[Cl-].[NH4+].N. (6) The reactants are: [CH2:1]([O:8][C:9]([N:11]1[CH2:15][CH2:14][CH:13]([C:16]([OH:18])=O)[CH2:12]1)=[O:10])[C:2]1[CH:7]=[CH:6][CH:5]=[CH:4][CH:3]=1.[CH2:19]([NH:21][CH2:22][CH3:23])[CH3:20].C(Cl)CCl.C1C=CC2N(O)N=NC=2C=1. Given the product [CH2:19]([N:21]([CH2:22][CH3:23])[C:16]([CH:13]1[CH2:14][CH2:15][N:11]([C:9]([O:8][CH2:1][C:2]2[CH:3]=[CH:4][CH:5]=[CH:6][CH:7]=2)=[O:10])[CH2:12]1)=[O:18])[CH3:20], predict the reactants needed to synthesize it.